This data is from Full USPTO retrosynthesis dataset with 1.9M reactions from patents (1976-2016). The task is: Predict the reactants needed to synthesize the given product. Given the product [CH3:48][O:47][C:45](=[O:46])[CH:44]=[CH:49][C@H:3]1[CH2:8][CH2:7][C@H:6]([CH2:9][N:10]([CH3:24])[S:11]([C:14]2[CH:15]=[CH:16][C:17]([C:20]([F:23])([F:21])[F:22])=[CH:18][CH:19]=2)(=[O:13])=[O:12])[CH2:5][CH2:4]1, predict the reactants needed to synthesize it. The reactants are: C([C@H:3]1[CH2:8][CH2:7][C@H:6]([CH2:9][N:10]([CH3:24])[S:11]([C:14]2[CH:19]=[CH:18][C:17]([C:20]([F:23])([F:22])[F:21])=[CH:16][CH:15]=2)(=[O:13])=[O:12])[CH2:5][CH2:4]1)=O.C1(P(=[CH:44][C:45]([O:47][CH3:48])=[O:46])(C2C=CC=CC=2)C2C=CC=CC=2)C=CC=CC=1.[C:49]1(C)C=CC=CC=1.